This data is from Forward reaction prediction with 1.9M reactions from USPTO patents (1976-2016). The task is: Predict the product of the given reaction. Given the reactants C(OC([N:8]1[CH2:11][CH:10]([N:12]2[CH:16]=[C:15]([C:17]3[CH:18]=[N:19][C:20]4[C:25]([CH:26]=3)=[CH:24][C:23]([S:27][C:28]3[N:32]5[N:33]=[C:34]([CH3:37])[CH:35]=[CH:36][C:31]5=[N:30][N:29]=3)=[CH:22][CH:21]=4)[CH:14]=[N:13]2)[CH2:9]1)=O)(C)(C)C.C(O)(C(F)(F)F)=O, predict the reaction product. The product is: [NH:8]1[CH2:9][CH:10]([N:12]2[CH:16]=[C:15]([C:17]3[CH:18]=[N:19][C:20]4[C:25]([CH:26]=3)=[CH:24][C:23]([S:27][C:28]3[N:32]5[N:33]=[C:34]([CH3:37])[CH:35]=[CH:36][C:31]5=[N:30][N:29]=3)=[CH:22][CH:21]=4)[CH:14]=[N:13]2)[CH2:11]1.